From a dataset of Forward reaction prediction with 1.9M reactions from USPTO patents (1976-2016). Predict the product of the given reaction. Given the reactants B1C2CCCC1CCC2.[CH2:10]([O:13][CH2:14][CH2:15][CH2:16][CH2:17][CH2:18][O:19][CH2:20][C:21]1[CH:26]=[CH:25][CH:24]=[CH:23][CH:22]=1)[CH:11]=[CH2:12].[O:27]1CCCC1, predict the reaction product. The product is: [CH2:20]([O:19][CH2:18][CH2:17][CH2:16][CH2:15][CH2:14][O:13][CH2:10][CH2:11][CH2:12][OH:27])[C:21]1[CH:22]=[CH:23][CH:24]=[CH:25][CH:26]=1.